From a dataset of Catalyst prediction with 721,799 reactions and 888 catalyst types from USPTO. Predict which catalyst facilitates the given reaction. (1) Reactant: C(OC([N:8]1[CH2:12][CH2:11][CH2:10][C@@H:9]1[CH2:13][CH2:14][OH:15])=O)(C)(C)C.[ClH:16]. Product: [ClH:16].[NH:8]1[CH2:12][CH2:11][CH2:10][C@@H:9]1[CH2:13][CH2:14][OH:15]. The catalyst class is: 8. (2) Reactant: [NH:1]1[CH:5]=[N:4][C:3]([NH2:6])=[N:2]1.[C:7](Cl)(=[O:12])[C:8]([CH3:11])([CH3:10])[CH3:9]. Product: [NH:1]1[CH:5]=[N:4][C:3]([NH:6][C:7](=[O:12])[C:8]([CH3:11])([CH3:10])[CH3:9])=[N:2]1. The catalyst class is: 11. (3) Reactant: ClC1C=CC=C(C(OO)=[O:9])C=1.[Br:12][C:13]1[CH:14]=[C:15]2[CH:21]=[CH:20][NH:19][C:16]2=[N:17][CH:18]=1.C(=O)([O-])O.[Na+]. Product: [Br:12][C:13]1[CH:14]=[C:15]2[CH:21]=[CH:20][NH:19][C:16]2=[N+:17]([O-:9])[CH:18]=1. The catalyst class is: 13. (4) Reactant: C1(C(CC)C[CH:9](C(O)=O)[C:10](O)=[O:11])C=CC=CC=1.C([O:21][C:22](=[O:24])[CH3:23])(=O)C.[C:25]1([CH3:31])[CH:30]=[CH:29][CH:28]=[CH:27][CH:26]=1.[NH2:32][C:33]1[CH:40]=[CH:39][C:36]([C:37]#[N:38])=[C:35]([Cl:41])[CH:34]=1. Product: [Cl:41][C:35]1[CH:34]=[C:33]([NH:32][C:10](=[O:11])[CH2:9][CH:31]([C:25]2[CH:30]=[CH:29][CH:28]=[CH:27][CH:26]=2)[CH2:23][C:22]([OH:21])=[O:24])[CH:40]=[CH:39][C:36]=1[C:37]#[N:38]. The catalyst class is: 170. (5) Reactant: N1(CCOC2C=CC(NC3C4N(C=CN=4)C(C4C=NNC=4)=CN=3)=CC=2)CCOCC1.[CH3:31][N:32]1[CH2:37][CH2:36][CH:35]([CH2:38][O:39][C:40]2[CH:45]=[CH:44][C:43]([N+:46]([O-])=O)=[CH:42][CH:41]=2)[CH2:34][CH2:33]1. Product: [CH3:31][N:32]1[CH2:37][CH2:36][CH:35]([CH2:38][O:39][C:40]2[CH:41]=[CH:42][C:43]([NH2:46])=[CH:44][CH:45]=2)[CH2:34][CH2:33]1. The catalyst class is: 421.